This data is from Full USPTO retrosynthesis dataset with 1.9M reactions from patents (1976-2016). The task is: Predict the reactants needed to synthesize the given product. (1) Given the product [Br:28][C:29]1[CH:30]=[C:31]2[C:36](=[CH:37][CH:38]=1)[C:35]([CH2:39][N:18]1[C:19](=[O:20])[C@@H:13]([NH:12][C:11](=[O:25])[C@@H:10]([N:2]([CH3:1])[C:3](=[O:9])[O:4][C:5]([CH3:8])([CH3:7])[CH3:6])[CH2:26][CH3:27])[CH2:14][CH2:15][C:16]3[CH:24]=[CH:23][CH:22]=[CH:21][C:17]1=3)=[C:34]([O:41][CH3:42])[CH:33]=[CH:32]2, predict the reactants needed to synthesize it. The reactants are: [CH3:1][N:2]([C@@H:10]([CH2:26][CH3:27])[C:11](=[O:25])[NH:12][C@@H:13]1[C:19](=[O:20])[NH:18][C:17]2[CH:21]=[CH:22][CH:23]=[CH:24][C:16]=2[CH2:15][CH2:14]1)[C:3](=[O:9])[O:4][C:5]([CH3:8])([CH3:7])[CH3:6].[Br:28][C:29]1[CH:30]=[C:31]2[C:36](=[CH:37][CH:38]=1)[C:35]([CH2:39]Cl)=[C:34]([O:41][CH3:42])[CH:33]=[CH:32]2.[Na+].[I-].C([O-])([O-])=O.[Cs+].[Cs+]. (2) Given the product [C:1]([N:4]1[C:13]2[C:8](=[CH:9][C:10]([C:31]3[NH:30][N:29]=[CH:33][CH:32]=3)=[CH:11][CH:12]=2)[C@H:7]([NH:15][C:16](=[O:21])[O:17][CH:18]([CH3:20])[CH3:19])[CH2:6][C@@H:5]1[CH3:22])(=[O:3])[CH3:2], predict the reactants needed to synthesize it. The reactants are: [C:1]([N:4]1[C:13]2[C:8](=[CH:9][C:10](Br)=[CH:11][CH:12]=2)[C@H:7]([NH:15][C:16](=[O:21])[O:17][CH:18]([CH3:20])[CH3:19])[CH2:6][C@@H:5]1[CH3:22])(=[O:3])[CH3:2].C(=O)([O-])[O-].[K+].[K+].[NH:29]1[C:33](B(O)O)=[CH:32][CH:31]=[N:30]1. (3) Given the product [C:11]([C:12]1[CH:33]=[CH:32][C:30](=[O:31])[N:22]([C:16]2[C:15]([F:14])=[CH:20][CH:19]=[CH:18][C:17]=2[F:21])[C:23]=1[S-:24])#[N:13].[Na+:10], predict the reactants needed to synthesize it. The reactants are: C[Si]([N-][Si](C)(C)C)(C)C.[Na+:10].[C:11](#[N:13])[CH3:12].[F:14][C:15]1[CH:20]=[CH:19][CH:18]=[C:17]([F:21])[C:16]=1[N:22]=[C:23]=[S:24].CN1[CH:33]=[CH:32][C:30](=[O:31])N(C)C1=O. (4) Given the product [O:1]1[CH:5]=[CH:4][CH:3]=[C:2]1[CH:6]=[N:22][CH2:23][CH2:24][C:25]([O:27][CH2:28][CH3:29])=[O:26], predict the reactants needed to synthesize it. The reactants are: [O:1]1[CH:5]=[CH:4][CH:3]=[C:2]1[CH:6]=O.S([O-])([O-])(=O)=O.[Mg+2].C(N(CC)CC)C.Cl.[NH2:22][CH2:23][CH2:24][C:25]([O:27][CH2:28][CH3:29])=[O:26]. (5) Given the product [F:25][CH:11]1[CH:12]([O:15][CH2:16][CH2:17][C:19]2[CH:24]=[CH:23][CH:22]=[CH:21][CH:20]=2)[CH2:13][CH2:14][CH:9]([OH:8])[CH2:10]1, predict the reactants needed to synthesize it. The reactants are: C([O:8][CH:9]1[CH2:14][CH2:13][CH:12]([O:15][CH2:16][C:17]([C:19]2[CH:24]=[CH:23][CH:22]=[CH:21][CH:20]=2)=O)[CH:11]([F:25])[CH2:10]1)C1C=CC=CC=1.CCCCCC. (6) Given the product [CH:35]([N:28]1[C:29]2[N:30]=[CH:31][N:32]=[CH:33][C:34]=2[C:26]([C:24]([C:20]2[CH:19]=[C:18]([NH:17][C:12]([C:10]3[N:11]=[C:7]4[N:6]=[C:5]([CH3:15])[CH:4]=[C:3]([CH:2]([F:1])[F:16])[N:8]4[N:9]=3)=[O:14])[CH:23]=[N:22][CH:21]=2)=[O:25])=[CH:27]1)([CH3:37])[CH3:36], predict the reactants needed to synthesize it. The reactants are: [F:1][CH:2]([F:16])[C:3]1[N:8]2[N:9]=[C:10]([C:12]([OH:14])=O)[N:11]=[C:7]2[N:6]=[C:5]([CH3:15])[CH:4]=1.[NH2:17][C:18]1[CH:19]=[C:20]([C:24]([C:26]2[C:34]3[CH:33]=[N:32][CH:31]=[N:30][C:29]=3[N:28]([CH:35]([CH3:37])[CH3:36])[CH:27]=2)=[O:25])[CH:21]=[N:22][CH:23]=1.CN(C(ON1N=NC2C=CC=NC1=2)=[N+](C)C)C.F[P-](F)(F)(F)(F)F.CCN(C(C)C)C(C)C. (7) Given the product [CH2:15]([N:4]([CH2:5][CH2:6][C:7]1[CH:12]=[CH:11][CH:10]=[CH:9][CH:8]=1)[C:1](=[O:3])[CH3:2])[C:16]1[CH:21]=[CH:20][CH:19]=[CH:18][CH:17]=1, predict the reactants needed to synthesize it. The reactants are: [C:1]([NH:4][CH2:5][CH2:6][C:7]1[CH:12]=[CH:11][CH:10]=[CH:9][CH:8]=1)(=[O:3])[CH3:2].[H-].[Na+].[CH2:15](Br)[C:16]1[CH:21]=[CH:20][CH:19]=[CH:18][CH:17]=1.